From a dataset of Reaction yield outcomes from USPTO patents with 853,638 reactions. Predict the reaction yield, written as a fraction of the theoretical maximum amount of product (1.0 means a 100% yield; for example, 0.34 means a 34% yield). (1) The reactants are [CH2:1]([C@@H:4]([C@H:12]([CH2:17][N:18]([CH2:29][C:30]1[CH:35]=[CH:34][CH:33]=[CH:32][CH:31]=1)[C:19]([O:21][CH2:22][C:23]1[CH:28]=[CH:27][CH:26]=[CH:25][CH:24]=1)=[O:20])[C:13]([O:15][CH3:16])=[O:14])[C:5]([O:7][C:8]([CH3:11])([CH3:10])[CH3:9])=[O:6])[CH:2]=C.[O:36]=[O+][O-].CSC. The catalyst is ClCCl. The product is [CH2:29]([N:18]([CH2:17][C@@H:12]([C@H:4]([CH2:1][CH:2]=[O:36])[C:5]([O:7][C:8]([CH3:9])([CH3:10])[CH3:11])=[O:6])[C:13]([O:15][CH3:16])=[O:14])[C:19]([O:21][CH2:22][C:23]1[CH:28]=[CH:27][CH:26]=[CH:25][CH:24]=1)=[O:20])[C:30]1[CH:35]=[CH:34][CH:33]=[CH:32][CH:31]=1. The yield is 0.790. (2) The reactants are [Br:1][C:2]1[CH:3]=[C:4]([N+:12]([O-:14])=[O:13])[C:5]([CH3:11])=[C:6]([CH:10]=1)[C:7]([OH:9])=[O:8].[C:15](=O)([O-])[O-].[Na+].[Na+].CI. The catalyst is CN(C=O)C. The product is [Br:1][C:2]1[CH:3]=[C:4]([N+:12]([O-:14])=[O:13])[C:5]([CH3:11])=[C:6]([CH:10]=1)[C:7]([O:9][CH3:15])=[O:8]. The yield is 0.990. (3) The reactants are Br[C:2]1[CH:25]=[CH:24][C:5]([C:6]([N:19]2[CH:23]=[CH:22][CH:21]=[N:20]2)([C:13]2[CH:18]=[CH:17][CH:16]=[CH:15][CH:14]=2)[C:7]2[CH:12]=[CH:11][CH:10]=[CH:9][CH:8]=2)=[CH:4][CH:3]=1.[F:26][C:27]1[CH:32]=[CH:31][C:30](B(O)O)=[CH:29][CH:28]=1.C(=O)([O-])[O-].[Cs+].[Cs+]. The catalyst is CN(C)C=O. The product is [F:26][C:27]1[CH:32]=[CH:31][C:30]([C:22]2[CH:21]=[N:20][N:19]([C:6]([C:13]3[CH:18]=[CH:17][CH:16]=[CH:15][CH:14]=3)([C:7]3[CH:12]=[CH:11][CH:10]=[CH:9][CH:8]=3)[C:5]3[CH:24]=[CH:25][CH:2]=[CH:3][CH:4]=3)[CH:23]=2)=[CH:29][CH:28]=1. The yield is 0.510.